This data is from Reaction yield outcomes from USPTO patents with 853,638 reactions. The task is: Predict the reaction yield, written as a fraction of the theoretical maximum amount of product (1.0 means a 100% yield; for example, 0.34 means a 34% yield). (1) The reactants are BrC1C=CC(C(=C2CCOCC2)C2C=CC(O)=CC=2)=CC=1.[Br:22][C:23]1[CH:28]=[CH:27][C:26]([C:29]([C:31]2[CH:36]=[CH:35][C:34]([OH:37])=[CH:33][CH:32]=2)=O)=[CH:25][CH:24]=1.[CH3:38][C:39]1([CH3:48])[CH2:44][C:43](=O)[CH2:42][C:41]([CH3:47])([CH3:46])[O:40]1. The catalyst is [Zn].Cl[Ti](Cl)(Cl)Cl. The product is [Br:22][C:23]1[CH:28]=[CH:27][C:26]([C:29](=[C:43]2[CH2:42][C:41]([CH3:47])([CH3:46])[O:40][C:39]([CH3:48])([CH3:38])[CH2:44]2)[C:31]2[CH:36]=[CH:35][C:34]([OH:37])=[CH:33][CH:32]=2)=[CH:25][CH:24]=1. The yield is 0.760. (2) The reactants are [CH3:1][C:2]1[CH:7]=[CH:6][N:5]=[C:4]([S:8][CH3:9])[N:3]=1.[Li+].C[Si]([N-][Si](C)(C)C)(C)C.[C:20](OCC1C=CC=CC=1)(=[O:22])[CH3:21]. The catalyst is C1COCC1. The product is [CH3:9][S:8][C:4]1[N:3]=[C:2]([CH2:1][C:20](=[O:22])[CH3:21])[CH:7]=[CH:6][N:5]=1. The yield is 0.500.